This data is from Peptide-MHC class I binding affinity with 185,985 pairs from IEDB/IMGT. The task is: Regression. Given a peptide amino acid sequence and an MHC pseudo amino acid sequence, predict their binding affinity value. This is MHC class I binding data. (1) The peptide sequence is FEREGYSL. The MHC is HLA-B45:01 with pseudo-sequence HLA-B45:01. The binding affinity (normalized) is 0.152. (2) The peptide sequence is DIFREIASSM. The MHC is HLA-A02:01 with pseudo-sequence HLA-A02:01. The binding affinity (normalized) is 0.00672.